Dataset: Forward reaction prediction with 1.9M reactions from USPTO patents (1976-2016). Task: Predict the product of the given reaction. (1) Given the reactants [CH3:1][C@H:2]1[CH2:7][C@@H:6]([OH:8])[C@H:5]([C:9]([CH3:11])=[CH2:10])[CH2:4][CH2:3]1.CC(=CCCC(CC=O)C)C, predict the reaction product. The product is: [CH3:1][CH:2]1[CH2:7][CH:6]([OH:8])[CH:5]([C:9]([CH3:11])=[CH2:10])[CH2:4][CH2:3]1. (2) Given the reactants C([O:5][C:6](=[O:29])[CH2:7][N:8]1[C:16]2[C:11](=[CH:12][CH:13]=[CH:14][CH:15]=2)[C:10]([CH:17]2[C:21]3[CH:22]=[CH:23][CH:24]=[CH:25][C:20]=3[S:19](=[O:27])(=[O:26])[NH:18]2)=[C:9]1[CH3:28])(C)(C)C.Br[CH2:31][CH:32]1[O:37][C:36]2[CH:38]=[CH:39][CH:40]=[CH:41][C:35]=2[O:34][CH2:33]1, predict the reaction product. The product is: [O:37]1[C:36]2[CH:38]=[CH:39][CH:40]=[CH:41][C:35]=2[O:34][CH2:33][CH:32]1[CH2:31][N:18]1[CH:17]([C:10]2[C:11]3[C:16](=[CH:15][CH:14]=[CH:13][CH:12]=3)[N:8]([CH2:7][C:6]([OH:29])=[O:5])[C:9]=2[CH3:28])[C:21]2[CH:22]=[CH:23][CH:24]=[CH:25][C:20]=2[S:19]1(=[O:27])=[O:26]. (3) Given the reactants C[O:2][C:3](=[O:26])[C@H:4]([CH2:6][C:7]1[CH:12]=[CH:11][C:10]([C:13]2[C:14](=[O:25])[N:15]([CH3:24])[C:16]([CH3:23])=[CH:17][C:18]=2[C:19]([F:22])([F:21])[F:20])=[CH:9][CH:8]=1)[NH2:5].[CH3:27][CH:28]([C:30]1[CH:38]=[CH:37][CH:36]=[C:35]([CH3:39])[C:31]=1[C:32](Cl)=[O:33])[CH3:29], predict the reaction product. The product is: [CH3:29][CH:28]([C:30]1[CH:38]=[CH:37][CH:36]=[C:35]([CH3:39])[C:31]=1[C:32]([NH:5][C@H:4]([C:3]([OH:2])=[O:26])[CH2:6][C:7]1[CH:12]=[CH:11][C:10]([C:13]2[C:14](=[O:25])[N:15]([CH3:24])[C:16]([CH3:23])=[CH:17][C:18]=2[C:19]([F:22])([F:20])[F:21])=[CH:9][CH:8]=1)=[O:33])[CH3:27]. (4) Given the reactants Cl.[NH2:2][C:3]1[CH:4]=[C:5]([C:9]([NH2:11])=[O:10])[N:6]([CH3:8])[CH:7]=1.CCN(C(C)C)C(C)C.CN(C=O)C.[NH2:26][C:27]1[N:32]=[C:31](Cl)[N:30]=[C:29]([Cl:34])[N:28]=1, predict the reaction product. The product is: [NH2:26][C:27]1[N:28]=[C:29]([Cl:34])[N:30]=[C:31]([NH:2][C:3]2[CH:4]=[C:5]([C:9]([NH2:11])=[O:10])[N:6]([CH3:8])[CH:7]=2)[N:32]=1. (5) Given the reactants COC1C=C(C(O)CCC2C=CC(C(F)(F)F)=CC=2)C=CC=1OC.CS(Cl)(=O)=O.CCN(CC)CC.Cl.[CH3:38][O:39][C:40](=[O:49])[C@H:41]([C:43]1[CH:48]=[CH:47][CH:46]=[CH:45][CH:44]=1)N, predict the reaction product. The product is: [CH3:38][O:39][C:40](=[O:49])[CH2:41][C:43]1[CH:44]=[CH:45][CH:46]=[CH:47][CH:48]=1.